This data is from Forward reaction prediction with 1.9M reactions from USPTO patents (1976-2016). The task is: Predict the product of the given reaction. Given the reactants BrC1C=CC(O)=C([C:8]2[CH:17]=[CH:16][C:15]3[C:10](=[CH:11][CH:12]=[C:13]([C:18]4[N:22]([CH:23]5[CH2:28][CH2:27][CH2:26][CH2:25][CH2:24]5)[C:21]5[CH:29]=[CH:30][C:31]([C:33]([OH:35])=[O:34])=[CH:32][C:20]=5[N:19]=4)[CH:14]=3)[N:9]=2)C=1.C([C:40]1[CH:41]=[CH:42][C:43]([OH:49])=[C:44]([CH:48]=1)[C:45]([NH2:47])=[O:46])(=O)C.[OH-].[K+], predict the reaction product. The product is: [C:45]([C:44]1[CH:48]=[C:40]([C:8]2[CH:17]=[CH:16][C:15]3[C:10](=[CH:11][CH:12]=[C:13]([C:18]4[N:22]([CH:23]5[CH2:28][CH2:27][CH2:26][CH2:25][CH2:24]5)[C:21]5[CH:29]=[CH:30][C:31]([C:33]([OH:35])=[O:34])=[CH:32][C:20]=5[N:19]=4)[CH:14]=3)[N:9]=2)[CH:41]=[CH:42][C:43]=1[OH:49])(=[O:46])[NH2:47].